From a dataset of Drug-target binding data from BindingDB using IC50 measurements. Regression. Given a target protein amino acid sequence and a drug SMILES string, predict the binding affinity score between them. We predict pIC50 (pIC50 = -log10(IC50 in M); higher means more potent). Dataset: bindingdb_ic50. (1) The drug is CCOC(=O)OC[C@H]1O[C@@H](n2cnc3c(N)ncnc32)[C@H](O)[C@@H]1O. The target protein (O43868) has sequence MEKASGRQSIALSTVETGTVNPGLELMEKEVEPEGSKRTDAQGHSLGDGLGPSTYQRRSRWPFSKARSFCKTHASLFKKILLGLLCLAYAAYLLAACILNFQRALALFVITCLVIFVLVHSFLKKLLGKKLTRCLKPFENSRLRLWTKWVFAGVSLVGLILWLALDTAQRPEQLIPFAGICMFILILFACSKHHSAVSWRTVFSGLGLQFVFGILVIRTDLGYTVFQWLGEQVQIFLNYTVAGSSFVFGDTLVKDVFAFQALPIIIFFGCVVSILYYLGLVQWVVQKVAWFLQITMGTTATETLAVAGNIFVGMTEAPLLIRPYLGDMTLSEIHAVMTGGFATISGTVLGAFIAFGVDASSLISASVMAAPCALASSKLAYPEVEESKFKSEEGVKLPRGKERNVLEAASNGAVDAIGLATNVAANLIAFLAVLAFINAALSWLGELVDIQGLTFQVICSYLLRPMVFMMGVEWTDCPMVAEMVGIKFFINEFVAYQQLS.... The pIC50 is 4.0. (2) The drug is Nc1cc2c(Nc3ccc4c(ccn4Cc4ccccc4)c3)ncnc2cn1. The target protein (P06494) has sequence MELAAWCRWGFLLALLPPGIAGTQVCTGTDMKLRLPASPETHLDMLRHLYQGCQVVQGNLELTYVPANASLSFLQDIQEVQGYMLIAHNQVKRVPLQRLRIVRGTQLFEDKYALAVLDNRDPQDNVAASTPGRTPEGLRELQLRSLTEILKGGVLIRGNPQLCYQDMVLWKDVFRKNNQLAPVDIDTNRSRACPPCAPACKDNHCWGESPEDCQILTGTICTSGCARCKGRLPTDCCHEQCAAGCTGPKHSDCLACLHFNHSGICELHCPALVTYNTDTFESMHNPEGRYTFGASCVTTCPYNYLSTEVGSCTLVCPPNNQEVTAEDGTQRCEKCSKPCARVCYGLGMEHLRGARAITSDNVQEFDGCKKIFGSLAFLPESFDGDPSSGIAPLRPEQLQVFETLEEITGYLYISAWPDSLRDLSVFQNLRIIRGRILHDGAYSLTLQGLGIHSLGLRSLRELGSGLALIHRNAHLCFVHTVPWDQLFRNPHQALLHSGNR.... The pIC50 is 7.6. (3) The compound is COc1ccccc1Oc1c(NS(=O)(=O)c2ccc(C(C)(C)C)cc2)nc(NCCO)nc1OCCOc1ncc(Br)cn1. The target protein (P21451) has sequence MQSSASRCGRALVALLLACGLLGVWGEKRGFPPAQATPSLLGTKEVMTPPTKTSWTRGSNSSLMRSSAPAEVTKGGRVAGVPPRSFPPPCQRKIEINKTFKYINTIVSCLVFVLGIIGNSTLLRIIYKNKCMRNGPNILIASLALGDLLHIIIDIPINAYKLLAGDWPFGAEMCKLVPFIQKASVGITVLSLCALSIDRYRAVASWSRIKGIGVPKWTAVEIVLIWVVSVVLAVPEAIGFDVITSDYKGKPLRVCMLNPFQKTAFMQFYKTAKDWWLFSFYFCLPLAITAIFYTLMTCEMLRKKSGMQIALNDHLKQRREVAKTVFCLVLVFALCWLPLHLSRILKLTLYDQSNPQRCELLSFLLVLDYIGINMASLNSCINPIALYLVSKRFKNCFKSCLCCWCQTFEEKQSLEEKQSCLKFKANDHGYDNFRSSNKYSSS. The pIC50 is 9.0. (4) The compound is COc1ccc2c(c1)cc(-c1ccccc1)n2Cc1cccc(C(=O)O)n1. The target protein (P70597) has sequence MSPYGLNLSLVDEATTCVTPRVPNTSVVLPTGGNGTSPALPIFSMTLGAVSNVLALALLAQVAGRLRRRRSTATFLLFVASLLAIDLAGHVIPGALVLRLYTAGRAPAGGACHFLGGCMVFFGLCPLLLGCGMAVERCVGVTQPLIHAARVSVARARLALALLAAMALAVALLPLVHVGHYELQYPGTWCFISLGPPGGWRQALLAGLFAGLGLAALLAALVCNTLSGLALLRARWRRRRSRRFRENAGPDDRRRWGSRGLRLASASSASSITSTTAALRSSRGGGSARRVHAHDVEMVGQLVGIMVVSCICWSPLLVLVVLAIGGWNSNSLQRPLFLAVRLASWNQILDPWVYILLRQAMLRQLLRLLPLRVSAKGGPTELSLTKSAWEASSLRSSRHSGFSHL. The pIC50 is 7.9.